Dataset: Peptide-MHC class I binding affinity with 185,985 pairs from IEDB/IMGT. Task: Regression. Given a peptide amino acid sequence and an MHC pseudo amino acid sequence, predict their binding affinity value. This is MHC class I binding data. (1) The peptide sequence is RTSKAALER. The MHC is HLA-A11:01 with pseudo-sequence HLA-A11:01. The binding affinity (normalized) is 0.358. (2) The peptide sequence is YMGEDGCWY. The MHC is HLA-B15:01 with pseudo-sequence HLA-B15:01. The binding affinity (normalized) is 0.751. (3) The binding affinity (normalized) is 1.00. The peptide sequence is MLVGHMPFM. The MHC is HLA-A26:01 with pseudo-sequence HLA-A26:01. (4) The peptide sequence is MYQSVMDGKM. The MHC is H-2-Kb with pseudo-sequence H-2-Kb. The binding affinity (normalized) is 0. (5) The peptide sequence is ILNFVAHVY. The MHC is HLA-A29:02 with pseudo-sequence HLA-A29:02. The binding affinity (normalized) is 0.980.